This data is from NCI-60 drug combinations with 297,098 pairs across 59 cell lines. The task is: Regression. Given two drug SMILES strings and cell line genomic features, predict the synergy score measuring deviation from expected non-interaction effect. (1) Drug 1: CNC(=O)C1=CC=CC=C1SC2=CC3=C(C=C2)C(=NN3)C=CC4=CC=CC=N4. Drug 2: CN(C(=O)NC(C=O)C(C(C(CO)O)O)O)N=O. Cell line: NCI-H322M. Synergy scores: CSS=-5.67, Synergy_ZIP=0.223, Synergy_Bliss=-3.51, Synergy_Loewe=-4.99, Synergy_HSA=-4.56. (2) Drug 1: CCC1(CC2CC(C3=C(CCN(C2)C1)C4=CC=CC=C4N3)(C5=C(C=C6C(=C5)C78CCN9C7C(C=CC9)(C(C(C8N6C)(C(=O)OC)O)OC(=O)C)CC)OC)C(=O)OC)O.OS(=O)(=O)O. Drug 2: C1CN(P(=O)(OC1)NCCCl)CCCl. Cell line: UO-31. Synergy scores: CSS=0.767, Synergy_ZIP=1.54, Synergy_Bliss=2.73, Synergy_Loewe=0.431, Synergy_HSA=-0.00114.